Dataset: Reaction yield outcomes from USPTO patents with 853,638 reactions. Task: Predict the reaction yield, written as a fraction of the theoretical maximum amount of product (1.0 means a 100% yield; for example, 0.34 means a 34% yield). (1) The reactants are [F:1][C:2]1[CH:29]=[CH:28][C:5]([CH2:6][N:7]2[C:11]3=[CH:12][N:13]=[C:14]([C:24]([O:26][CH3:27])=[O:25])[C:15](OS(C(F)(F)F)(=O)=O)=[C:10]3[CH:9]=[CH:8]2)=[CH:4][CH:3]=1.[Cl-].[Li+].[CH:32](N(CC)C(C)C)([CH3:34])[CH3:33].C#CC. The catalyst is CN(C=O)C.C(OCC)(=O)C.[Cu](I)I. The product is [F:1][C:2]1[CH:29]=[CH:28][C:5]([CH2:6][N:7]2[C:11]3=[CH:12][N:13]=[C:14]([C:24]([O:26][CH3:27])=[O:25])[C:15]([C:33]#[C:32][CH3:34])=[C:10]3[CH:9]=[CH:8]2)=[CH:4][CH:3]=1. The yield is 0.690. (2) The yield is 0.950. The catalyst is [Pd].C(O)C. The reactants are [C:1]([O:5][C:6](=[O:23])[C:7]1[CH:12]=[CH:11][C:10]([N:13]2[CH2:18][CH2:17][N:16]([CH3:19])[CH2:15][CH2:14]2)=[CH:9][C:8]=1[N+:20]([O-])=O)([CH3:4])([CH3:3])[CH3:2]. The product is [C:1]([O:5][C:6](=[O:23])[C:7]1[CH:12]=[CH:11][C:10]([N:13]2[CH2:18][CH2:17][N:16]([CH3:19])[CH2:15][CH2:14]2)=[CH:9][C:8]=1[NH2:20])([CH3:4])([CH3:2])[CH3:3].